Dataset: Full USPTO retrosynthesis dataset with 1.9M reactions from patents (1976-2016). Task: Predict the reactants needed to synthesize the given product. (1) Given the product [NH2:17][C:18]1[C:26]([Cl:27])=[CH:25][C:21]([C:22]([NH:15][CH2:14][C@@H:10]2[CH2:9][N:8]([CH2:7][CH2:6][CH2:5][C:4]([O:3][C@@H:1]3[CH:36]4[CH2:37][CH2:38][N:39]([CH2:41][CH2:42]4)[CH2:2]3)=[O:16])[CH2:13][CH2:12][O:11]2)=[O:24])=[C:20]([O:28][CH3:29])[CH:19]=1.[CH2:1]([O:3][C:4](=[O:16])[CH2:5][CH2:6][CH2:7][N:8]1[CH2:13][CH2:12][O:11][C@H:10]([CH2:14][NH:15][C:22](=[O:23])[C:21]2[CH:25]=[C:26]([Cl:27])[C:18]([NH2:17])=[CH:19][C:20]=2[O:28][CH3:29])[CH2:9]1)[CH3:2], predict the reactants needed to synthesize it. The reactants are: [CH2:1]([O:3][C:4](=[O:16])[CH2:5][CH2:6][CH2:7][N:8]1[CH2:13][CH2:12][O:11][C@H:10]([CH2:14][NH2:15])[CH2:9]1)[CH3:2].[NH2:17][C:18]1[C:26]([Cl:27])=[CH:25][C:21]([C:22]([OH:24])=[O:23])=[C:20]([O:28][CH3:29])[CH:19]=1.Cl.C(N=C=N[CH2:36][CH2:37][CH2:38][N:39]([CH3:41])C)C.[C:42](=O)(O)[O-].[Na+]. (2) The reactants are: [CH3:1][N:2]1[CH:6]=[CH:5][C:4]([C:7]2[CH:8]=[CH:9][C:10]3[NH:15][C:14](=[O:16])[CH2:13][NH:12][C:11]=3[N:17]=2)=[N:3]1.[F:18][C:19]([F:35])([F:34])[O:20][C:21]1[CH:33]=[CH:32][C:24]([O:25][CH:26]([CH2:30][CH3:31])[C:27](O)=[O:28])=[CH:23][CH:22]=1.Cl.CN(C)CCCN=C=NCC.O.ON1C2C=CC=CC=2N=N1.C(=O)([O-])O.[Na+]. Given the product [CH3:1][N:2]1[CH:6]=[CH:5][C:4]([C:7]2[CH:8]=[CH:9][C:10]3[NH:15][C:14](=[O:16])[CH2:13][N:12]([C:27](=[O:28])[CH:26]([O:25][C:24]4[CH:32]=[CH:33][C:21]([O:20][C:19]([F:35])([F:34])[F:18])=[CH:22][CH:23]=4)[CH2:30][CH3:31])[C:11]=3[N:17]=2)=[N:3]1, predict the reactants needed to synthesize it. (3) The reactants are: [CH2:1]([NH:4][C:5]1[CH:10]=[CH:9][C:8]([Cl:11])=[CH:7][C:6]=1[C:12]([C:14]1[CH:19]=[CH:18][CH:17]=[CH:16][C:15]=1[O:20][CH3:21])=[O:13])[CH:2]=[CH2:3].C(=O)(O)[O-].[Na+].Cl[C:28](=[O:36])/[CH:29]=[CH:30]/[C:31]([O:33][CH2:34][CH3:35])=[O:32]. Given the product [CH2:1]([N:4]([C:5]1[CH:10]=[CH:9][C:8]([Cl:11])=[CH:7][C:6]=1[C:12](=[O:13])[C:14]1[CH:19]=[CH:18][CH:17]=[CH:16][C:15]=1[O:20][CH3:21])[C:28](=[O:36])/[CH:29]=[CH:30]/[C:31]([O:33][CH2:34][CH3:35])=[O:32])[CH:2]=[CH2:3], predict the reactants needed to synthesize it. (4) Given the product [CH3:1][O:2][C:3]1[CH:21]=[C:20]([O:22][CH2:42][C:40]2[N:41]=[C:37]([C:24]3[CH2:29][CH2:28][CH:27]([C:30]([O:32][C:33]([CH3:36])([CH3:35])[CH3:34])=[O:31])[CH2:26][CH:25]=3)[S:38][CH:39]=2)[C:6]2[CH:7]=[C:8]([C:10]3[N:11]=[C:12]4[N:16]([CH:17]=3)[N:15]=[C:14]([O:18][CH3:19])[S:13]4)[O:9][C:5]=2[CH:4]=1, predict the reactants needed to synthesize it. The reactants are: [CH3:1][O:2][C:3]1[CH:4]=[C:5]2[O:9][C:8]([C:10]3[N:11]=[C:12]4[N:16]([CH:17]=3)[N:15]=[C:14]([O:18][CH3:19])[S:13]4)=[CH:7][C:6]2=[C:20]([OH:22])[CH:21]=1.O[C:24]1([C:37]2[S:38][CH:39]=[C:40]([CH2:42]O)[N:41]=2)[CH2:29][CH2:28][CH:27]([C:30]([O:32][C:33]([CH3:36])([CH3:35])[CH3:34])=[O:31])[CH2:26][CH2:25]1.C(P(CCCC)CCCC)CCC.N(C(N1CCCCC1)=O)=NC(N1CCCCC1)=O.